From a dataset of Forward reaction prediction with 1.9M reactions from USPTO patents (1976-2016). Predict the product of the given reaction. (1) Given the reactants [C:1]([OH:8])(=[O:7])/[CH:2]=[CH:3]/[CH:4]=[CH:5]/[CH3:6].C(=O)([O-])[O-].[Zn+2:13].C(=O)=O, predict the reaction product. The product is: [C:1]([O-:8])(=[O:7])/[CH:2]=[CH:3]/[CH:4]=[CH:5]/[CH3:6].[Zn+2:13].[C:1]([O-:8])(=[O:7])/[CH:2]=[CH:3]/[CH:4]=[CH:5]/[CH3:6]. (2) Given the reactants [O:1]1[CH:5]=[CH:4][CH:3]=[C:2]1[C:6]([C:8]1[S:12][CH:11]=[C:10]([CH2:13][C:14]([OH:16])=[O:15])[CH:9]=1)=[O:7].[CH:17](O)([CH3:19])[CH3:18], predict the reaction product. The product is: [O:1]1[CH:5]=[CH:4][CH:3]=[C:2]1[C:6]([C:8]1[S:12][CH:11]=[C:10]([CH2:13][C:14]([O:16][CH:17]([CH3:19])[CH3:18])=[O:15])[CH:9]=1)=[O:7]. (3) Given the reactants [C:1]([O:9][CH2:10][C@:11]12[CH2:37][CH2:36][C@@H:35]([C:38]([CH3:40])=[CH2:39])[C@@H:12]1[C@@H:13]1[C@@:26]([CH3:29])([CH2:27][CH2:28]2)[C@@:25]2([CH3:30])[C@@H:16]([C@:17]3([CH3:34])[C@@H:22]([CH2:23][CH2:24]2)[C:21]([CH3:32])([CH3:31])[C:20](=[O:33])[CH2:19][CH2:18]3)[CH2:15][CH2:14]1)(=[O:8])[C:2]1[CH:7]=[CH:6][CH:5]=[CH:4][CH:3]=1.C[Si]([N-][Si](C)(C)C)(C)C.[K+].C1C=CC(N([S:58]([C:61]([F:64])([F:63])[F:62])(=[O:60])=[O:59])[S:58]([C:61]([F:64])([F:63])[F:62])(=[O:60])=[O:59])=CC=1, predict the reaction product. The product is: [C:1]([O:9][CH2:10][C@:11]12[CH2:37][CH2:36][C@@H:35]([C:38]([CH3:40])=[CH2:39])[C@@H:12]1[C@@H:13]1[C@@:26]([CH3:29])([CH2:27][CH2:28]2)[C@@:25]2([CH3:30])[C@@H:16]([C@:17]3([CH3:34])[C@@H:22]([CH2:23][CH2:24]2)[C:21]([CH3:31])([CH3:32])[C:20]([O:33][S:58]([C:61]([F:64])([F:63])[F:62])(=[O:60])=[O:59])=[CH:19][CH2:18]3)[CH2:15][CH2:14]1)(=[O:8])[C:2]1[CH:3]=[CH:4][CH:5]=[CH:6][CH:7]=1.